From a dataset of Catalyst prediction with 721,799 reactions and 888 catalyst types from USPTO. Predict which catalyst facilitates the given reaction. (1) Reactant: [NH2:1][C:2]1[CH:3]=[C:4]([CH:8]=[CH:9][C:10]=1[NH:11][C:12]1[CH:17]=[CH:16][CH:15]=[CH:14][CH:13]=1)[C:5]([OH:7])=[O:6].[C:18](Cl)(=O)[CH3:19]. Product: [CH3:18][C:19]1[N:11]([C:12]2[CH:13]=[CH:14][CH:15]=[CH:16][CH:17]=2)[C:10]2[CH:9]=[CH:8][C:4]([C:5]([OH:7])=[O:6])=[CH:3][C:2]=2[N:1]=1. The catalyst class is: 11. (2) Reactant: [C:1]([O:5][C:6]([N:8]1[CH2:11][CH:10]([C:12](=[O:14])[CH3:13])[CH2:9]1)=[O:7])([CH3:4])([CH3:3])[CH3:2].[Li+].C[Si]([N-][Si](C)(C)C)(C)C.[F:25][C:26]([F:45])([F:44])[S:27](N(C1C=CC=CC=1)[S:27]([C:26]([F:45])([F:44])[F:25])(=[O:29])=[O:28])(=[O:29])=[O:28]. Product: [C:1]([O:5][C:6]([N:8]1[CH2:11][CH:10]([C:12]([O:14][S:27]([C:26]([F:45])([F:44])[F:25])(=[O:29])=[O:28])=[CH2:13])[CH2:9]1)=[O:7])([CH3:4])([CH3:2])[CH3:3]. The catalyst class is: 1. (3) Reactant: [F:1][C:2]1[CH:3]=[CH:4][C:5]2[O:9][CH:8]=[CH:7][C:6]=2[CH:10]=1.C([Li])CCC.C([O:18][B:19](OCC)[O:20]CC)C.Cl. Product: [F:1][C:2]1[CH:3]=[CH:4][C:5]2[O:9][C:8]([B:19]([OH:20])[OH:18])=[CH:7][C:6]=2[CH:10]=1. The catalyst class is: 188. (4) Reactant: NO.CC1[N:5]([C:10]2[S:11][C:12]([C:19]3[C:20]([CH3:34])=[N:21][N:22]4[C:27]([CH:28]([CH2:31][CH3:32])[CH2:29][CH3:30])=[CH:26][C:25]([CH3:33])=[N:24][C:23]=34)=[C:13]([C:15]([F:18])([F:17])[F:16])[N:14]=2)C(C)=CC=1.C(OCC)C. Product: [CH2:29]([CH:28]([C:27]1[N:22]2[N:21]=[C:20]([CH3:34])[C:19]([C:12]3[S:11][C:10]([NH2:5])=[N:14][C:13]=3[C:15]([F:16])([F:18])[F:17])=[C:23]2[N:24]=[C:25]([CH3:33])[CH:26]=1)[CH2:31][CH3:32])[CH3:30]. The catalyst class is: 15. (5) Reactant: [CH2:1]([NH:8][CH2:9][CH2:10][N:11]1[C:20]2[C:15]([C:16](=[O:22])[NH:17][C:18](=[O:21])[N:19]=2)=[N:14][C:13]2[CH:23]=[C:24]([CH3:28])[C:25]([CH3:27])=[CH:26][C:12]1=2)[C:2]1[CH:7]=[CH:6][CH:5]=[CH:4][CH:3]=1.CCN(C(C)C)C(C)C.[C:38](OC(=O)C)(=[O:40])[CH3:39]. Product: [CH2:1]([N:8]([CH2:9][CH2:10][N:11]1[C:20]2[C:15]([C:16](=[O:22])[NH:17][C:18](=[O:21])[N:19]=2)=[N:14][C:13]2[CH:23]=[C:24]([CH3:28])[C:25]([CH3:27])=[CH:26][C:12]1=2)[C:38](=[O:40])[CH3:39])[C:2]1[CH:3]=[CH:4][CH:5]=[CH:6][CH:7]=1. The catalyst class is: 61. (6) Reactant: [Br:1][C:2]1[CH:7]=[CH:6][C:5]([CH:8]2[C:17]3[C:16](=[O:18])[NH:15][CH:14]=[CH:13][C:12]=3[NH:11][C:10]([CH3:19])=[C:9]2[C:20]([O:22][CH2:23][CH2:24][C:25]#[N:26])=[O:21])=[C:4]([O:27][C:28]([F:31])([F:30])[F:29])[CH:3]=1.C(OCC)(OCC)O[CH2:34][CH3:35]. Product: [Br:1][C:2]1[CH:7]=[CH:6][C:5]([CH:8]2[C:17]3[C:12](=[CH:13][CH:14]=[N:15][C:16]=3[O:18][CH2:34][CH3:35])[NH:11][C:10]([CH3:19])=[C:9]2[C:20]([O:22][CH2:23][CH2:24][C:25]#[N:26])=[O:21])=[C:4]([O:27][C:28]([F:30])([F:29])[F:31])[CH:3]=1. The catalyst class is: 65.